Dataset: Catalyst prediction with 721,799 reactions and 888 catalyst types from USPTO. Task: Predict which catalyst facilitates the given reaction. Reactant: Cl.[C:2]([C:4]1([NH:7][C:8]([C@@H:10]2[CH2:14][C@@H:13]([S:15]([C:18]3[CH:23]=[CH:22][CH:21]=[CH:20][C:19]=3[Cl:24])(=[O:17])=[O:16])[CH2:12][NH:11]2)=[O:9])[CH2:6][CH2:5]1)#[N:3].C(N(C(C)C)CC)(C)C.O([CH2:42][CH:43]([F:45])[F:44])S(C(F)(F)F)(=O)=O. Product: [C:2]([C:4]1([NH:7][C:8]([C@@H:10]2[CH2:14][C@@H:13]([S:15]([C:18]3[CH:23]=[CH:22][CH:21]=[CH:20][C:19]=3[Cl:24])(=[O:17])=[O:16])[CH2:12][N:11]2[CH2:42][CH:43]([F:45])[F:44])=[O:9])[CH2:6][CH2:5]1)#[N:3]. The catalyst class is: 1.